From a dataset of Catalyst prediction with 721,799 reactions and 888 catalyst types from USPTO. Predict which catalyst facilitates the given reaction. Reactant: FC(F)(F)C(O)=O.[CH2:8]([O:12][C:13]1[N:21]=[C:20]2[C:16]([N:17]=[C:18]([O:22][CH3:23])[NH:19]2)=[C:15]([NH2:24])[N:14]=1)[CH2:9][CH2:10][CH3:11].C(=O)([O-])[O-].[K+].[K+].Br[CH2:32][CH:33]1[CH2:37][CH2:36][O:35][CH2:34]1. Product: [CH2:8]([O:12][C:13]1[N:21]=[C:20]2[C:16]([N:17]=[C:18]([O:22][CH3:23])[N:19]2[CH2:32][CH:33]2[CH2:37][CH2:36][O:35][CH2:34]2)=[C:15]([NH2:24])[N:14]=1)[CH2:9][CH2:10][CH3:11]. The catalyst class is: 9.